From a dataset of Forward reaction prediction with 1.9M reactions from USPTO patents (1976-2016). Predict the product of the given reaction. (1) Given the reactants IC1C=CC([C:8]2[CH:13]=[CH:12][CH:11]=[CH:10][C:9]=2[N:14](C(=O)C)[C:15]2[CH:20]=[CH:19][CH:18]=[CH:17][CH:16]=2)=CC=1.[CH3:24][C:25]([C:28]1[CH:33]=[CH:32][C:31]([NH:34][C:35]2[CH:40]=[CH:39][CH:38]=[CH:37][CH:36]=2)=[CH:30][CH:29]=1)([CH3:27])[CH3:26].C(=O)([O-])[O-].[K+].[K+].[CH3:53][CH2:54][CH2:55][CH2:56][CH2:57][CH2:58][CH2:53][CH2:54][CH2:55][CH2:56][CH2:57][CH3:58].[OH-].[K+], predict the reaction product. The product is: [C:25]([C:28]1[CH:33]=[CH:32][C:31]([N:34]([C:53]2[CH:54]=[CH:55][CH:56]=[CH:57][CH:58]=2)[C:35]2[CH:40]=[CH:39][C:38]([C:18]3[CH:19]=[CH:20][C:15]([NH:14][C:9]4[CH:10]=[CH:11][CH:12]=[CH:13][CH:8]=4)=[CH:16][CH:17]=3)=[CH:37][CH:36]=2)=[CH:30][CH:29]=1)([CH3:24])([CH3:26])[CH3:27]. (2) The product is: [Cl:1][C:2]1[CH:9]=[C:8]([O:10][CH3:11])[C:5]2[CH:6]=[C:25]([C:26](=[O:28])[CH3:27])[O:12][C:4]=2[CH:3]=1. Given the reactants [Cl:1][C:2]1[CH:9]=[C:8]([O:10][CH3:11])[C:5]([CH:6]=O)=[C:4]([OH:12])[CH:3]=1.CN(C)C=O.C(=O)([O-])[O-].[Cs+].[Cs+].Cl[CH2:25][C:26](=[O:28])[CH3:27], predict the reaction product. (3) Given the reactants C(N(CC)CC)C.[Br:8][C:9]1[CH:18]=[C:17]2[C:12]([C:13](Cl)=[C:14]([N+:19]([O-:21])=[O:20])[CH:15]=[N:16]2)=[N:11][CH:10]=1.[NH2:23][CH2:24][C:25]([CH3:28])([OH:27])[CH3:26], predict the reaction product. The product is: [Br:8][C:9]1[CH:18]=[C:17]2[C:12]([C:13]([NH:23][CH2:24][C:25]([CH3:28])([OH:27])[CH3:26])=[C:14]([N+:19]([O-:21])=[O:20])[CH:15]=[N:16]2)=[N:11][CH:10]=1. (4) Given the reactants Br[CH2:2][CH2:3][CH:4]1C[C:8]2[CH:10]=[CH:11][CH:12]=[CH:13][C:7]=2[N:6]([C:14]2[CH:19]=[CH:18][CH:17]=[CH:16][CH:15]=2)[S:5]1(=[O:21])=[O:20].[C:22]([N:29]1[CH2:35][CH2:34][CH2:33][NH:32][CH2:31][CH2:30]1)([O:24][C:25]([CH3:28])([CH3:27])[CH3:26])=[O:23].CCN(C(C)C)C(C)C.CN(C)C=[O:48], predict the reaction product. The product is: [O:20]=[S:5]1(=[O:21])[CH:4]([CH2:3][CH2:2][N:32]2[CH2:33][CH2:34][CH2:35][N:29]([C:22]([O:24][C:25]([CH3:28])([CH3:27])[CH3:26])=[O:23])[CH2:30][CH2:31]2)[O:48][C:8]2[CH:10]=[CH:11][CH:12]=[CH:13][C:7]=2[N:6]1[C:14]1[CH:19]=[CH:18][CH:17]=[CH:16][CH:15]=1.